This data is from Full USPTO retrosynthesis dataset with 1.9M reactions from patents (1976-2016). The task is: Predict the reactants needed to synthesize the given product. (1) Given the product [CH3:1][C:2]1[CH:11]=[C:10]([N:12]2[CH2:16][CH2:15][CH:14]([C:17]3[CH:22]=[CH:21][CH:20]=[CH:19][CH:18]=3)[CH2:13]2)[C:9]2[C:4](=[CH:5][CH:6]=[C:7]([NH2:23])[CH:8]=2)[N:3]=1, predict the reactants needed to synthesize it. The reactants are: [CH3:1][C:2]1[CH:11]=[C:10]([N:12]2[CH2:16][CH2:15][CH:14]([C:17]3[CH:22]=[CH:21][CH:20]=[CH:19][CH:18]=3)[CH2:13]2)[C:9]2[C:4](=[CH:5][CH:6]=[C:7]([N+:23]([O-])=O)[CH:8]=2)[N:3]=1. (2) Given the product [C:21]1([CH:14]([N:15]2[CH2:20][CH2:19][CH2:18][CH2:17][CH2:16]2)[CH2:13][NH:12][C:10]2[C:9]3[C:4](=[CH:5][CH:6]=[CH:7][CH:8]=3)[N:3]=[C:2]([C:35]3[CH:34]=[CH:33][C:32]([NH:31][S:28]([CH3:27])(=[O:29])=[O:30])=[CH:37][CH:36]=3)[N:11]=2)[CH:26]=[CH:25][CH:24]=[CH:23][CH:22]=1, predict the reactants needed to synthesize it. The reactants are: Cl[C:2]1[N:11]=[C:10]([NH:12][CH2:13][CH:14]([C:21]2[CH:26]=[CH:25][CH:24]=[CH:23][CH:22]=2)[N:15]2[CH2:20][CH2:19][CH2:18][CH2:17][CH2:16]2)[C:9]2[C:4](=[CH:5][CH:6]=[CH:7][CH:8]=2)[N:3]=1.[CH3:27][S:28]([NH:31][C:32]1[CH:37]=[CH:36][C:35](B(O)O)=[CH:34][CH:33]=1)(=[O:30])=[O:29].CN(C)C1C=CC(C2N=C(NCC(C3C=CC=CC=3)C3NC=CC=3)C3C(=CC=CC=3)N=2)=CC=1.